This data is from Reaction yield outcomes from USPTO patents with 853,638 reactions. The task is: Predict the reaction yield, written as a fraction of the theoretical maximum amount of product (1.0 means a 100% yield; for example, 0.34 means a 34% yield). (1) The product is [CH2:1]([O:3][C:4]([C:5]1[C:6](=[O:7])[O:8][NH:21][CH:11]=1)=[O:15])[CH3:2]. The reactants are [CH2:1]([O:3][C:4](=[O:15])[C:5](=[CH:11]OCC)[C:6]([O:8]CC)=[O:7])[CH3:2].Cl.NO.C([N:21](CC)CC)C.Cl. The yield is 0.660. The catalyst is C(O)C.O. (2) The reactants are C[C:2]1[NH:3][C:4]([NH2:7])=[N:5][N:6]=1.[C:8]([C:10]1[CH:15]=[CH:14][CH:13]=[CH:12][C:11]=1[C:16]1[CH:21]=[CH:20][C:19]([CH2:22][CH:23]([C:29](=O)[CH2:30][CH2:31][CH3:32])[C:24](OCC)=[O:25])=[C:18]([F:34])[CH:17]=1)#[N:9]. The catalyst is ClC1C=CC(Cl)=CC=1Cl. The product is [F:34][C:18]1[CH:17]=[C:16]([C:11]2[C:10]([C:8]#[N:9])=[CH:15][CH:14]=[CH:13][CH:12]=2)[CH:21]=[CH:20][C:19]=1[CH2:22][C:23]1[C:24](=[O:25])[NH:7][C:4]2[N:5]([N:6]=[CH:2][N:3]=2)[C:29]=1[CH2:30][CH2:31][CH3:32]. The yield is 0.430. (3) The yield is 0.930. The reactants are [NH2:1][C:2]1[CH:7]=[CH:6][C:5]([N:8]2[C:12](=[O:13])[C:11]([CH3:15])([CH3:14])[N:10]([CH2:16][CH2:17][CH2:18][CH2:19][CH2:20][CH2:21][CH2:22][CH2:23][CH2:24][S:25][CH2:26][CH2:27][CH2:28][C:29]([F:35])([F:34])[C:30]([F:33])([F:32])[F:31])[C:9]2=[O:36])=[CH:4][C:3]=1[C:37](F)(F)F.CC1(C)N(CCCCCCCCCSCCCC(F)(F)C(F)(F)F)C(=O)N(C2C=CC([N+]([O-])=O)=C(C)C=2)C1=O. No catalyst specified. The product is [NH2:1][C:2]1[CH:7]=[CH:6][C:5]([N:8]2[C:12](=[O:13])[C:11]([CH3:15])([CH3:14])[N:10]([CH2:16][CH2:17][CH2:18][CH2:19][CH2:20][CH2:21][CH2:22][CH2:23][CH2:24][S:25][CH2:26][CH2:27][CH2:28][C:29]([F:35])([F:34])[C:30]([F:33])([F:31])[F:32])[C:9]2=[O:36])=[CH:4][C:3]=1[CH3:37].